Dataset: CYP2C9 inhibition data for predicting drug metabolism from PubChem BioAssay. Task: Regression/Classification. Given a drug SMILES string, predict its absorption, distribution, metabolism, or excretion properties. Task type varies by dataset: regression for continuous measurements (e.g., permeability, clearance, half-life) or binary classification for categorical outcomes (e.g., BBB penetration, CYP inhibition). Dataset: cyp2c9_veith. (1) The compound is CCOC(=O)C(NC(C)=O)C(=O)O. The result is 0 (non-inhibitor). (2) The compound is CC1CCCC(C)N1C(=O)C1CC(c2ccc(F)cc2)=NO1. The result is 1 (inhibitor). (3) The drug is O=c1c(-c2nc3ccccc3s2)cccn1Cc1ccc(Cl)cc1. The result is 1 (inhibitor). (4) The molecule is Cc1ccc2nc(SCC(=O)NCc3cccs3)c(C#N)cc2c1. The result is 0 (non-inhibitor). (5) The result is 1 (inhibitor). The molecule is Cc1ccc(SCC(=O)Nc2cccc(NC(=O)c3ccco3)c2)cc1. (6) The molecule is COCC(=O)N1CCC2(CCCN(c3ccccn3)C2)CC1. The result is 0 (non-inhibitor). (7) The drug is Clc1ccccc1-c1cc(NCCN2CCOCC2)ncn1. The result is 0 (non-inhibitor). (8) The molecule is O=C(C1CCN(S(=O)(=O)c2cccc3nsnc23)CC1)N1CCc2ccccc21. The result is 1 (inhibitor). (9) The drug is Cl.Nc1c2c(nc3ccccc13)CCCC2.O. The result is 0 (non-inhibitor). (10) The result is 0 (non-inhibitor). The compound is COc1cccc(Nc2ncc3nc(-c4ccc(F)cc4)c(=O)n(C)c3n2)c1.